From a dataset of Full USPTO retrosynthesis dataset with 1.9M reactions from patents (1976-2016). Predict the reactants needed to synthesize the given product. (1) Given the product [C:23]([CH2:25][C:26]1([N:1]2[CH:5]=[C:4]([C:6]3[C:7]4[CH:14]=[CH:13][N:12]([CH2:15][O:16][CH2:17][CH2:18][Si:19]([CH3:22])([CH3:21])[CH3:20])[C:8]=4[N:9]=[CH:10][N:11]=3)[CH:3]=[N:2]2)[CH2:29][N:28]([C:30]([O:32][C:33]([CH3:36])([CH3:35])[CH3:34])=[O:31])[CH2:27]1)#[N:24], predict the reactants needed to synthesize it. The reactants are: [NH:1]1[CH:5]=[C:4]([C:6]2[C:7]3[CH:14]=[CH:13][N:12]([CH2:15][O:16][CH2:17][CH2:18][Si:19]([CH3:22])([CH3:21])[CH3:20])[C:8]=3[N:9]=[CH:10][N:11]=2)[CH:3]=[N:2]1.[C:23]([CH:25]=[C:26]1[CH2:29][N:28]([C:30]([O:32][C:33]([CH3:36])([CH3:35])[CH3:34])=[O:31])[CH2:27]1)#[N:24].N12CCCN=C1CCCCC2. (2) The reactants are: FC1C(O[C:9]([C:11]2[NH:12][C:13]3[C:18]([CH:19]=2)=[CH:17][C:16]([O:20][C:21]2[C:30]4[C:25](=[CH:26][C:27]([O:33][CH3:34])=[C:28]([O:31][CH3:32])[CH:29]=4)[N:24]=[CH:23][CH:22]=2)=[CH:15][CH:14]=3)=[O:10])=C(F)C(F)=C(F)C=1F.[CH:39]1([CH2:42][NH2:43])[CH2:41][CH2:40]1. Given the product [CH:39]1([CH2:42][NH:43][C:9]([C:11]2[NH:12][C:13]3[C:18]([CH:19]=2)=[CH:17][C:16]([O:20][C:21]2[C:30]4[C:25](=[CH:26][C:27]([O:33][CH3:34])=[C:28]([O:31][CH3:32])[CH:29]=4)[N:24]=[CH:23][CH:22]=2)=[CH:15][CH:14]=3)=[O:10])[CH2:41][CH2:40]1, predict the reactants needed to synthesize it. (3) Given the product [NH2:1][C:2]1[C:7]([C:8]#[N:9])=[C:6]([C:10]2[CH:15]=[CH:14][C:13]([O:16][C@H:17]3[C@H:21]([OH:22])[CH2:20][O:19][CH2:18]3)=[CH:12][CH:11]=2)[C:5]([C:23]#[N:24])=[C:4]([S:25][CH2:33][C:29]2[CH:28]=[N:27][CH:32]=[CH:31][CH:30]=2)[N:3]=1, predict the reactants needed to synthesize it. The reactants are: [NH2:1][C:2]1[C:7]([C:8]#[N:9])=[C:6]([C:10]2[CH:15]=[CH:14][C:13]([O:16][C@H:17]3[C@H:21]([OH:22])[CH2:20][O:19][CH2:18]3)=[CH:12][CH:11]=2)[C:5]([C:23]#[N:24])=[C:4]([SH:25])[N:3]=1.Cl.[N:27]1[CH:32]=[CH:31][CH:30]=[C:29]([CH2:33]Cl)[CH:28]=1.C(=O)([O-])[O-].[K+].[K+]. (4) Given the product [CH3:20][O:21][C:22]1[CH:23]=[CH:24][C:25]([C:28]2[C:33]([CH3:34])=[C:32]([C:35]([F:37])([F:36])[F:38])[N:31]3[N:39]=[CH:40][C:41]([C:42]([N:44]4[CH2:49][CH2:48][N:47]([C@H:2]([C:4]5[CH:9]=[CH:8][CH:7]=[CH:6][N:5]=5)[CH3:1])[CH2:46][C@H:45]4[CH3:50])=[O:43])=[C:30]3[N:29]=2)=[CH:26][CH:27]=1, predict the reactants needed to synthesize it. The reactants are: [CH3:1][C@H:2]([C:4]1[CH:9]=[CH:8][CH:7]=[CH:6][N:5]=1)O.CS(Cl)(=O)=O.S([O-])(=O)(=O)C.[CH3:20][O:21][C:22]1[CH:27]=[CH:26][C:25]([C:28]2[C:33]([CH3:34])=[C:32]([C:35]([F:38])([F:37])[F:36])[N:31]3[N:39]=[CH:40][C:41]([C:42]([N:44]4[CH2:49][CH2:48][NH:47][CH2:46][C@H:45]4[CH3:50])=[O:43])=[C:30]3[N:29]=2)=[CH:24][CH:23]=1. (5) Given the product [CH3:13][O:12][CH2:11][CH2:10][CH2:9][N:1]1[CH:5]=[CH:4][N:3]=[CH:2]1, predict the reactants needed to synthesize it. The reactants are: [NH:1]1[CH:5]=[CH:4][N:3]=[CH:2]1.[H-].[Na+].Cl[CH2:9][CH2:10][CH2:11][O:12][CH3:13]. (6) Given the product [C:1]1([C:27]2[CH:28]=[CH:29][CH:30]=[CH:31][CH:32]=2)[CH:6]=[CH:5][C:4]([C:7]([N:9]2[CH2:13][C:12](=[N:34][NH2:35])[CH2:11][C@H:10]2[C:15]([NH:17][CH2:18][CH:19]([OH:26])[C:20]2[CH:25]=[CH:24][CH:23]=[CH:22][CH:21]=2)=[O:16])=[O:8])=[CH:3][CH:2]=1, predict the reactants needed to synthesize it. The reactants are: [C:1]1([C:27]2[CH:32]=[CH:31][CH:30]=[CH:29][CH:28]=2)[CH:6]=[CH:5][C:4]([C:7]([N:9]2[CH2:13][C:12](=O)[CH2:11][C@H:10]2[C:15]([NH:17][CH2:18][CH:19]([OH:26])[C:20]2[CH:25]=[CH:24][CH:23]=[CH:22][CH:21]=2)=[O:16])=[O:8])=[CH:3][CH:2]=1.O.[NH2:34][NH2:35]. (7) Given the product [C:53]([OH:55])(=[O:5])/[CH:56]=[CH:59]/[C:60]([OH:62])=[O:61].[C:60]([OH:62])(=[O:61])/[CH:59]=[CH:24]/[C:19]([OH:55])=[O:18].[Cl:33][C:28]1[CH:27]=[C:26]([N:13]([CH2:14][CH2:15][CH2:16][CH2:17][O:18][C:19]2[CH:24]=[CH:23][CH:22]=[CH:21][N:20]=2)[C@H:10]2[CH2:11][CH2:12][NH:8][CH2:9]2)[CH:31]=[CH:30][C:29]=1[F:32], predict the reactants needed to synthesize it. The reactants are: C([O:5]C([N:8]1[CH2:12][CH2:11][C@H:10]([NH:13][CH2:14][CH2:15][CH2:16][CH2:17][O:18][C:19]2[CH:24]=[CH:23][CH:22]=[CH:21][N:20]=2)[CH2:9]1)=O)(C)(C)C.Br[C:26]1[CH:31]=[CH:30][C:29]([F:32])=[C:28]([Cl:33])[CH:27]=1.C(P(C(C)(C)C)C(C)(C)C)(C)(C)C.F[B-](F)(F)F.C[C:53]([CH3:56])([O-:55])C.[Na+].F[C:59](F)(F)[C:60]([OH:62])=[O:61]. (8) Given the product [ClH:26].[CH:1]([N:4]1[CH2:9][CH2:8][CH:7]([C:10]2[N:11]=[C:24]([CH:21]3[CH2:22][CH2:23][CH:18]([C:14]([CH3:15])([CH3:17])[CH3:16])[CH2:19][CH2:20]3)[O:13][N:12]=2)[CH2:6][CH2:5]1)([CH3:3])[CH3:2], predict the reactants needed to synthesize it. The reactants are: [CH:1]([N:4]1[CH2:9][CH2:8][CH:7]([C:10]([NH:12][OH:13])=[NH:11])[CH2:6][CH2:5]1)([CH3:3])[CH3:2].[C:14]([CH:18]1[CH2:23][CH2:22][CH:21]([C:24]([Cl:26])=O)[CH2:20][CH2:19]1)([CH3:17])([CH3:16])[CH3:15].